The task is: Predict which catalyst facilitates the given reaction.. This data is from Catalyst prediction with 721,799 reactions and 888 catalyst types from USPTO. (1) Reactant: [Br:1][C:2]1[C:11]([CH2:12][CH2:13][CH3:14])=[CH:10][C:9]2[C:4](=[CH:5][C:6]([F:17])=[C:7]([O:15][CH3:16])[CH:8]=2)[C:3]=1[OH:18].[CH3:19][O:20][CH2:21]Cl.C(N(C(C)C)CC)(C)C. Product: [Br:1][C:2]1[C:11]([CH2:12][CH2:13][CH3:14])=[CH:10][C:9]2[C:4](=[CH:5][C:6]([F:17])=[C:7]([O:15][CH3:16])[CH:8]=2)[C:3]=1[O:18][CH2:19][O:20][CH3:21]. The catalyst class is: 1. (2) Reactant: [Br:1][C:2]1[C:3]([NH:23][S:24]([CH3:27])(=[O:26])=[O:25])=[CH:4][C:5]2[O:9][C:8]([C:10]3[CH:15]=[CH:14][C:13]([F:16])=[CH:12][CH:11]=3)=[C:7]([C:17]([O:19]CC)=[O:18])[C:6]=2[CH:22]=1.O[Li].O. Product: [Br:1][C:2]1[C:3]([NH:23][S:24]([CH3:27])(=[O:25])=[O:26])=[CH:4][C:5]2[O:9][C:8]([C:10]3[CH:15]=[CH:14][C:13]([F:16])=[CH:12][CH:11]=3)=[C:7]([C:17]([OH:19])=[O:18])[C:6]=2[CH:22]=1. The catalyst class is: 38. (3) Reactant: [CH2:1]1[NH:6][CH2:5][CH2:4][N:3]2[C:7](=[O:11])[CH2:8][CH2:9][CH2:10][CH:2]12.[F:12][C:13]1[CH:18]=[CH:17][CH:16]=[CH:15][C:14]=1[S:19](Cl)(=[O:21])=[O:20]. Product: [F:12][C:13]1[CH:18]=[CH:17][CH:16]=[CH:15][C:14]=1[S:19]([N:6]1[CH2:5][CH2:4][N:3]2[C:7](=[O:11])[CH2:8][CH2:9][CH2:10][CH:2]2[CH2:1]1)(=[O:21])=[O:20]. The catalyst class is: 759. (4) Reactant: [CH:1]([C:3]1[C:4](=[O:10])[NH:5][C:6](=O)NC=1)=[O:2].[H-].[Na+].CI.N1C=CC(=O)NC1=O.[CH3:23][N:24]([CH:26]=[O:27])[CH3:25]. Product: [CH3:23][N:24]1[CH:25]=[C:3]([CH:1]=[O:2])[C:4](=[O:10])[N:5]([CH3:6])[C:26]1=[O:27]. The catalyst class is: 72. (5) Reactant: [Cl:1][C:2]1[CH:3]=[CH:4][C:5]([O:26][CH2:27][CH:28]([CH3:30])[CH3:29])=[C:6]([CH2:8][N:9]2[C:13]([CH3:14])=[C:12]([C:15]3[NH:19][C:18]4[CH:20]=[CH:21][C:22]([CH:24]=O)=[CH:23][C:17]=4[N:16]=3)[CH:11]=[N:10]2)[CH:7]=1.[CH3:31][NH2:32].C(O)C.[BH4-].[Na+]. Product: [ClH:1].[ClH:1].[Cl:1][C:2]1[CH:3]=[CH:4][C:5]([O:26][CH2:27][CH:28]([CH3:29])[CH3:30])=[C:6]([CH2:8][N:9]2[C:13]([CH3:14])=[C:12]([C:15]3[NH:19][C:18]4[CH:20]=[CH:21][C:22]([CH2:24][NH:32][CH3:31])=[CH:23][C:17]=4[N:16]=3)[CH:11]=[N:10]2)[CH:7]=1. The catalyst class is: 355. (6) Reactant: Br[C:2]1[CH:3]=[C:4]2[C:9](=[CH:10][C:11]=1[O:12][CH2:13][CH3:14])[O:8][C:7]([CH3:16])([CH3:15])[CH:6]=[C:5]2[CH2:17][CH3:18].C([Sn](CCCC)(CCCC)[C:24]([O:26]CC)=[CH2:25])CCC. Product: [CH2:13]([O:12][C:11]1[CH:10]=[C:9]2[C:4]([C:5]([CH2:17][CH3:18])=[CH:6][C:7]([CH3:16])([CH3:15])[O:8]2)=[CH:3][C:2]=1[C:24](=[O:26])[CH3:25])[CH3:14]. The catalyst class is: 1. (7) Reactant: [Br:1][C:2]1[CH:10]=[CH:9][C:5]([C:6]([OH:8])=O)=[C:4]([CH3:11])[CH:3]=1.F[B-](F)(F)F.N1(OC(N(C)C)=[N+](C)C)C2C=[CH:23][CH:24]=[CH:25][C:20]=2[N:19]=N1.CN1CCOCC1.N1CC=CC1. Product: [N:19]1([C:6]([C:5]2[CH:9]=[CH:10][C:2]([Br:1])=[CH:3][C:4]=2[CH3:11])=[O:8])[CH2:20][CH:25]=[CH:24][CH2:23]1. The catalyst class is: 9. (8) The catalyst class is: 31. Reactant: C1C(=O)N([I:8])C(=O)C1.[Br:9][C:10]1[S:14][C:13]2=[N:15][CH:16]=[CH:17][N:12]2[N:11]=1.[O-]S([O-])(=S)=O.[Na+].[Na+]. Product: [Br:9][C:10]1[S:14][C:13]2=[N:15][CH:16]=[C:17]([I:8])[N:12]2[N:11]=1. (9) Reactant: [F:1][C:2]1[CH:7]=[C:6]([F:8])[CH:5]=[CH:4][C:3]=1[C:9]1[CH:10]=[C:11]([N:15]2[CH2:20][CH2:19][N:18]([C:21]([NH:23][C:24]3[CH:25]=[N:26][CH:27]=[CH:28][CH:29]=3)=[O:22])[CH2:17][CH2:16]2)[CH:12]=[N:13][CH:14]=1.N1C=CC=C(NC(=O)OCC(Cl)(Cl)[Cl:41])C=1.FC1C=C(F)C=CC=1C1C=C(N2CCNCC2)C=NC=1.C(OCC)(=O)C.[ClH:71]. Product: [ClH:41].[ClH:71].[F:1][C:2]1[CH:7]=[C:6]([F:8])[CH:5]=[CH:4][C:3]=1[C:9]1[CH:10]=[C:11]([N:15]2[CH2:20][CH2:19][N:18]([C:21]([NH:23][C:24]3[CH:25]=[N:26][CH:27]=[CH:28][CH:29]=3)=[O:22])[CH2:17][CH2:16]2)[CH:12]=[N:13][CH:14]=1. The catalyst class is: 13. (10) Reactant: Cl[C:2]1[C:11]2[C:6](=[CH:7][C:8]([O:14][CH3:15])=[C:9]([O:12][CH3:13])[CH:10]=2)[N:5]=[CH:4][CH:3]=1.C([O:18][C:19]1[C:20](=[CH:24][C:25]([O:28][CH3:29])=[CH:26][CH:27]=1)[C:21]([OH:23])=[O:22])C.O.Cl[C:32]1C=CC=C[C:33]=1Cl. Product: [CH3:13][O:12][C:9]1[CH:10]=[C:11]2[C:6](=[CH:7][C:8]=1[O:14][CH3:15])[N:5]=[CH:4][CH:3]=[C:2]2[O:18][C:19]1[CH:27]=[CH:26][C:25]([O:28][CH3:29])=[CH:24][C:20]=1[C:21]([O:23][CH2:32][CH3:33])=[O:22]. The catalyst class is: 277.